This data is from Catalyst prediction with 721,799 reactions and 888 catalyst types from USPTO. The task is: Predict which catalyst facilitates the given reaction. (1) Reactant: [Br:1][C:2]1[CH:3]=[CH:4][C:5]([CH:8]=[N:9][OH:10])=[N:6][CH:7]=1.[CH2:11]([OH:14])[CH:12]=[CH2:13]. Product: [Br:1][C:2]1[CH:3]=[CH:4][C:5]([C:8]2[CH2:13][CH:12]([CH2:11][OH:14])[O:10][N:9]=2)=[N:6][CH:7]=1. The catalyst class is: 7. (2) Reactant: [F:1][C:2]1[CH:3]=[C:4]([C:10]2[C:14]([C:15]3[CH:20]=[CH:19][CH:18]=[CH:17][CH:16]=3)=[CH:13][S:12][C:11]=2[C:21]([O:23][CH3:24])=[O:22])[CH:5]=[CH:6][C:7]=1[S:8][CH3:9].O.O.O.O.O.O.C(O[O-])(=O)C1C(=CC=CC=1)C([O-])=[O:35].[Mg+2].C1C=C(C([O-])=O)C(C(O[O-])=O)=CC=1.[Mg+2]. Product: [F:1][C:2]1[CH:3]=[C:4]([C:10]2[C:14]([C:15]3[CH:20]=[CH:19][CH:18]=[CH:17][CH:16]=3)=[CH:13][S:12][C:11]=2[C:21]([O:23][CH3:24])=[O:22])[CH:5]=[CH:6][C:7]=1[S:8]([CH3:9])=[O:35]. The catalyst class is: 98. (3) Reactant: [Cl-].[In+3].[Cl-].[Cl-].FC(F)(F)C(O)=O.[F:12][C:13]1[CH:14]=[C:15]2[C:19](=[C:20]([CH2:22][S:23][CH3:24])[CH:21]=1)[NH:18][CH:17]=[CH:16]2.O[CH:26]([C:32]1[CH:37]=[CH:36][C:35]([CH3:38])=[CH:34][CH:33]=1)[CH:27]1[CH2:29][CH:28]1[C:30]#[N:31]. Product: [F:12][C:13]1[CH:14]=[C:15]2[C:19](=[C:20]([CH2:22][S:23][CH3:24])[CH:21]=1)[NH:18][CH:17]=[C:16]2[CH:26]([C:32]1[CH:33]=[CH:34][C:35]([CH3:38])=[CH:36][CH:37]=1)[CH:27]1[CH2:29][CH:28]1[C:30]#[N:31]. The catalyst class is: 4. (4) Reactant: [F:1][C:2]([F:23])([F:22])[C:3]1[CH:4]=[C:5]([CH:19]=[CH:20][CH:21]=1)[C:6]([NH:8][C:9]1[CH:10]=[CH:11][C:12]([Cl:18])=[C:13]([CH:17]=1)[C:14](O)=[O:15])=[O:7].CN1CCOCC1.[NH2:31][C:32]1[N:37]=[CH:36][C:35]([NH2:38])=[CH:34][N:33]=1. Product: [NH2:31][C:32]1[N:37]=[CH:36][C:35]([NH:38][C:14](=[O:15])[C:13]2[CH:17]=[C:9]([NH:8][C:6](=[O:7])[C:5]3[CH:19]=[CH:20][CH:21]=[C:3]([C:2]([F:22])([F:23])[F:1])[CH:4]=3)[CH:10]=[CH:11][C:12]=2[Cl:18])=[CH:34][N:33]=1. The catalyst class is: 2. (5) Reactant: [Cl:1][C:2]1[CH:7]=[CH:6][CH:5]=[C:4]([Cl:8])[C:3]=1[C:9]1[C:13]([CH2:14]O)=[C:12]([CH3:16])[O:11][N:10]=1.C(Br)(Br)(Br)[Br:18].C1C=CC(P(C2C=CC=CC=2)C2C=CC=CC=2)=CC=1. Product: [Br:18][CH2:14][C:13]1[C:9]([C:3]2[C:2]([Cl:1])=[CH:7][CH:6]=[CH:5][C:4]=2[Cl:8])=[N:10][O:11][C:12]=1[CH3:16]. The catalyst class is: 2.